This data is from Forward reaction prediction with 1.9M reactions from USPTO patents (1976-2016). The task is: Predict the product of the given reaction. (1) Given the reactants [CH3:1][N:2]1[CH2:7][CH2:6][N:5]([C:8]([O:10][C@@H:11]2[N:20]([C:21]3[CH:22]=[CH:23][C:24]([Cl:27])=[CH:25][N:26]=3)[C:18](=[O:19])[C:13]3[N:14]=[CH:15][CH:16]=[N:17][C:12]2=3)=[O:9])[CH2:4][CH2:3]1.C([O-])(=O)C(CC([O-])=O)O.C(=O)([O-])[O-].[K+].[K+], predict the reaction product. The product is: [CH3:1][N:2]1[CH2:7][CH2:6][N:5]([C:8]([O:10][C@@H:11]2[N:20]([C:21]3[CH:22]=[CH:23][C:24]([Cl:27])=[CH:25][N:26]=3)[C:18](=[O:19])[C:13]3[N:14]=[CH:15][CH:16]=[N:17][C:12]2=3)=[O:9])[CH2:4][CH2:3]1. (2) The product is: [CH2:18]([N:17]([CH2:21][CH2:22][CH3:23])[C:13]1[N:12]([CH3:28])[C:11](=[O:24])[C:10]([NH:9][C:2]2[C:3]([CH3:8])=[CH:4][C:5]([CH3:7])=[CH:6][C:1]=2[CH3:26])=[C:15]([CH3:16])[N:14]=1)[CH2:19][CH3:20]. Given the reactants [C:1]1([CH3:26])[CH:6]=[C:5]([CH3:7])[CH:4]=[C:3]([CH3:8])[C:2]=1[NH:9][C:10]1[C:11]([O:24]C)=[N:12][C:13]([N:17]([CH2:21][CH2:22][CH3:23])[CH2:18][CH2:19][CH3:20])=[N:14][C:15]=1[CH3:16].I[CH3:28], predict the reaction product. (3) The product is: [Cl:26][C:23]1[CH:24]=[CH:25][C:20]([S:19][C:4]2[C:3]3[C:2]([CH:41]([OH:44])[CH2:42][CH3:43])=[CH:10][C:9]([F:11])=[CH:8][C:7]=3[N:6]3[CH2:12][CH2:13][CH:14]([CH2:15][C:16]([OH:18])=[O:17])[C:5]=23)=[CH:21][CH:22]=1. Given the reactants Br[C:2]1[C:3]2[C:4]([S:19][C:20]3[CH:25]=[CH:24][C:23]([Cl:26])=[CH:22][CH:21]=3)=[C:5]3[CH:14]([CH2:15][C:16]([OH:18])=[O:17])[CH2:13][CH2:12][N:6]3[C:7]=2[CH:8]=[C:9]([F:11])[CH:10]=1.C[Mg+].[Br-].[Li]CCCC.CCCCCC.[CH:41](=[O:44])[CH2:42][CH3:43], predict the reaction product. (4) Given the reactants [CH3:1][N:2]([CH3:29])[S:3]([N:6]1[CH2:11][CH2:10][N:9]([C:12]2[N:17]=[C:16]([CH:18]([O:20]CC3C=CC=CC=3)[CH3:19])[N:15]=[C:14](Cl)[N:13]=2)[CH2:8][CH2:7]1)(=[O:5])=[O:4].Cl.C([O-])=O.[NH4+], predict the reaction product. The product is: [CH3:29][N:2]([CH3:1])[S:3]([N:6]1[CH2:11][CH2:10][N:9]([C:12]2[N:17]=[C:16]([CH:18]([OH:20])[CH3:19])[N:15]=[CH:14][N:13]=2)[CH2:8][CH2:7]1)(=[O:5])=[O:4]. (5) Given the reactants [Cl:1][C:2]1[CH:7]=[C:6]([N+:8]([O-])=O)[CH:5]=[CH:4][C:3]=1[N:11]1[CH:16]=[CH:15][C:14](=[O:17])[N:13]([CH3:18])[C:12]1=[O:19].[NH4+].[Cl-], predict the reaction product. The product is: [NH2:8][C:6]1[CH:5]=[CH:4][C:3]([N:11]2[CH:16]=[CH:15][C:14](=[O:17])[N:13]([CH3:18])[C:12]2=[O:19])=[C:2]([Cl:1])[CH:7]=1. (6) The product is: [F:31][C:9]([F:30])([F:8])[C:10]1[CH:15]=[CH:14][C:13]([C:16]2[O:20][N:19]=[C:18]([CH:21]3[CH2:24][C:23]4([CH2:25][CH2:26][N:27]([C:41]([O:42][C:43]5[CH:44]=[CH:45][C:46]([N+:49]([O-:51])=[O:50])=[CH:47][CH:48]=5)=[O:52])[CH2:28][CH2:29]4)[CH2:22]3)[N:17]=2)=[CH:12][CH:11]=1. Given the reactants FC(F)(F)C(O)=O.[F:8][C:9]([F:31])([F:30])[C:10]1[CH:15]=[CH:14][C:13]([C:16]2[O:20][N:19]=[C:18]([CH:21]3[CH2:24][C:23]4([CH2:29][CH2:28][NH:27][CH2:26][CH2:25]4)[CH2:22]3)[N:17]=2)=[CH:12][CH:11]=1.CCN(C(C)C)C(C)C.[C:41](Cl)(=[O:52])[O:42][C:43]1[CH:48]=[CH:47][C:46]([N+:49]([O-:51])=[O:50])=[CH:45][CH:44]=1, predict the reaction product.